From a dataset of hERG Central: cardiac toxicity at 1µM, 10µM, and general inhibition. Predict hERG channel inhibition at various concentrations. (1) The molecule is Cn1c(=O)c(=O)n(C)c2cc(N3CCCCC3)c(NS(=O)(=O)c3ccc([N+](=O)[O-])cc3)cc21. Results: hERG_inhib (hERG inhibition (general)): blocker. (2) The molecule is O=C(C1CCN(c2ncnc3c2nc2n3CCCCC2)CC1)N1CCN(c2ccc(F)cc2)CC1. Results: hERG_inhib (hERG inhibition (general)): blocker. (3) The compound is Cn1c(-c2ccccc2)cnc1NCc1cccc([N+](=O)[O-])c1. Results: hERG_inhib (hERG inhibition (general)): blocker. (4) The compound is COc1cc(OC)c(OC)cc1CN1CCN(Cc2ccc(SC)cc2)CC1.O=C(O)C(=O)O. Results: hERG_inhib (hERG inhibition (general)): blocker. (5) The molecule is CCC1Oc2ccc(C)cc2N(CC(=O)NCCCN2CCN(Cc3ccccc3)CC2)C1=O. Results: hERG_inhib (hERG inhibition (general)): blocker. (6) Results: hERG_inhib (hERG inhibition (general)): blocker. The molecule is Cc1ccc2c(CN3CCN(Cc4ccccc4)CC3)cc(=O)oc2c1.